This data is from Full USPTO retrosynthesis dataset with 1.9M reactions from patents (1976-2016). The task is: Predict the reactants needed to synthesize the given product. Given the product [O:1]=[C:2]1[CH2:7][CH2:6][CH2:5][CH2:4][N:3]1[C:8]1[CH:13]=[CH:12][CH:11]=[CH:10][C:9]=1[CH2:14][CH2:15][N:16]1[CH2:21][CH2:20][CH2:19][CH:18]([C:22]2[CH:31]=[CH:30][CH:29]=[CH:28][C:23]=2[C:24]([OH:26])=[O:25])[CH2:17]1, predict the reactants needed to synthesize it. The reactants are: [O:1]=[C:2]1[CH2:7][CH2:6][CH2:5][CH2:4][N:3]1[C:8]1[CH:13]=[CH:12][CH:11]=[CH:10][C:9]=1[CH2:14][CH2:15][N:16]1[CH2:21][CH2:20][CH2:19][CH:18]([C:22]2[CH:31]=[CH:30][CH:29]=[CH:28][C:23]=2[C:24]([O:26]C)=[O:25])[CH2:17]1.[OH-].[Na+].